This data is from Full USPTO retrosynthesis dataset with 1.9M reactions from patents (1976-2016). The task is: Predict the reactants needed to synthesize the given product. (1) Given the product [F:25][C:17]1[CH:16]=[C:15]([NH:14][S:2]([C:5]2[CH:13]=[CH:12][C:8]([C:9]([OH:11])=[O:10])=[CH:7][CH:6]=2)(=[O:4])=[O:3])[CH:24]=[CH:23][C:18]=1[C:19]([O:21][CH3:22])=[O:20], predict the reactants needed to synthesize it. The reactants are: Cl[S:2]([C:5]1[CH:13]=[CH:12][C:8]([C:9]([OH:11])=[O:10])=[CH:7][CH:6]=1)(=[O:4])=[O:3].[NH2:14][C:15]1[CH:24]=[CH:23][C:18]([C:19]([O:21][CH3:22])=[O:20])=[C:17]([F:25])[CH:16]=1.N1C=CC=CC=1. (2) Given the product [Cl:18][C:14]1[C:13]([CH3:19])=[C:12]([CH:17]=[CH:16][CH:15]=1)[CH2:11][N:7]1[C:6]2[CH:5]=[C:4]([N:20]3[CH2:25][CH2:24][O:23][CH2:22][CH2:21]3)[CH:3]=[C:2]([B:28]([OH:29])[OH:27])[C:10]=2[N:9]=[CH:8]1, predict the reactants needed to synthesize it. The reactants are: Br[C:2]1[C:10]2[N:9]=[CH:8][N:7]([CH2:11][C:12]3[CH:17]=[CH:16][CH:15]=[C:14]([Cl:18])[C:13]=3[CH3:19])[C:6]=2[CH:5]=[C:4]([N:20]2[CH2:25][CH2:24][O:23][CH2:22][CH2:21]2)[CH:3]=1.C[O:27][B:28](OC)[O:29]C.